The task is: Predict the product of the given reaction.. This data is from Forward reaction prediction with 1.9M reactions from USPTO patents (1976-2016). (1) Given the reactants [CH3:1][C:2]1[N:3]=[N:4][N:5]([CH2:7][C:8]2[CH:13]=[C:12]([C:14]([F:17])([F:16])[F:15])[CH:11]=[CH:10][C:9]=2/[CH:18]=[CH:19]/[C:20](O)=[O:21])[N:6]=1.[CH3:23][O:24][CH2:25][C@@H:26]1[CH2:30][CH2:29][CH2:28][NH:27]1, predict the reaction product. The product is: [CH3:23][O:24][CH2:25][C@@H:26]1[CH2:30][CH2:29][CH2:28][N:27]1[C:20](=[O:21])/[CH:19]=[CH:18]/[C:9]1[CH:10]=[CH:11][C:12]([C:14]([F:16])([F:17])[F:15])=[CH:13][C:8]=1[CH2:7][N:5]1[N:4]=[N:3][C:2]([CH3:1])=[N:6]1. (2) Given the reactants Cl.[Cl:2][C:3]1[CH:12]=[CH:11][C:10]2[C:9]([NH2:13])=[C:8]([CH3:14])[CH:7]=[CH:6][C:5]=2[N:4]=1.[C:15]12([CH2:25][C:26](Cl)=[O:27])[CH2:24][CH:19]3[CH2:20][CH:21]([CH2:23][CH:17]([CH2:18]3)[CH2:16]1)[CH2:22]2.C(N(CC)CC)C, predict the reaction product. The product is: [C:15]12([CH2:25][C:26]([NH:13][C:9]3[C:8]([CH3:14])=[CH:7][CH:6]=[C:5]4[C:10]=3[CH:11]=[CH:12][C:3]([Cl:2])=[N:4]4)=[O:27])[CH2:22][CH:21]3[CH2:20][CH:19]([CH2:18][CH:17]([CH2:23]3)[CH2:16]1)[CH2:24]2. (3) Given the reactants [C:1]1(=[O:11])[NH:5][C:4](=[O:6])[C:3]2=[CH:7][CH:8]=[CH:9][CH:10]=[C:2]12.C1(P([C:25]2[CH:30]=CC=CC=2)C2C=CC=CC=2)C=CC=CC=1.[N:31]([C:38](OCC)=O)=NC(OCC)=O.[O:43]1[CH2:47][CH2:46][CH2:45][CH2:44]1, predict the reaction product. The product is: [O:43]=[C:44]1[CH2:45][CH2:46][CH2:47][CH2:38][N:31]1[CH2:30][CH2:25][N:5]1[C:1](=[O:11])[C:2]2[C:3](=[CH:7][CH:8]=[CH:9][CH:10]=2)[C:4]1=[O:6]. (4) Given the reactants [OH-].[Na+].C([O:5][C:6]([C:8]1[N:9]([C:28]2[CH:33]=[CH:32][C:31]([O:34][CH:35]([CH3:37])[CH3:36])=[CH:30][CH:29]=2)[C:10]2[C:15]([CH:16]=1)=[CH:14][C:13]([O:17][C:18]1[CH:23]=[CH:22][C:21]([C:24]([F:27])([F:26])[F:25])=[CH:20][N:19]=1)=[CH:12][CH:11]=2)=[O:7])C.Cl.O, predict the reaction product. The product is: [CH:35]([O:34][C:31]1[CH:32]=[CH:33][C:28]([N:9]2[C:10]3[C:15](=[CH:14][C:13]([O:17][C:18]4[CH:23]=[CH:22][C:21]([C:24]([F:26])([F:25])[F:27])=[CH:20][N:19]=4)=[CH:12][CH:11]=3)[CH:16]=[C:8]2[C:6]([OH:7])=[O:5])=[CH:29][CH:30]=1)([CH3:37])[CH3:36]. (5) Given the reactants [Cl:1][C:2]1[CH:7]=[C:6]([Cl:8])[CH:5]=[CH:4][C:3]=1[C:9]1[C:10](=[O:36])[O:11][C:12]2[C:17]([C:18]=1[CH2:19][C:20]1[CH:25]=[CH:24][C:23]([O:26][CH2:27][CH2:28][N:29]3[CH2:33][CH2:32][CH2:31][CH2:30]3)=[CH:22][CH:21]=1)=[CH:16][CH:15]=[C:14]([OH:34])[C:13]=2I.C([Sn](CCCC)(CCCC)[C:42]([O:44]CC)=[CH2:43])CCC.Cl.C(Cl)Cl, predict the reaction product. The product is: [C:42]([C:13]1[C:14]([OH:34])=[CH:15][CH:16]=[C:17]2[C:12]=1[O:11][C:10](=[O:36])[C:9]([C:3]1[CH:4]=[CH:5][C:6]([Cl:8])=[CH:7][C:2]=1[Cl:1])=[C:18]2[CH2:19][C:20]1[CH:25]=[CH:24][C:23]([O:26][CH2:27][CH2:28][N:29]2[CH2:33][CH2:32][CH2:31][CH2:30]2)=[CH:22][CH:21]=1)(=[O:44])[CH3:43]. (6) Given the reactants Br[CH2:2][C:3]1[C:11]2[O:10][C:9]([C:12]3[CH:17]=[CH:16][C:15]([OH:18])=[CH:14][CH:13]=3)=[CH:8][C:7]=2[CH:6]=[C:5]([OH:19])[CH:4]=1.[C-:20]#[N:21].[K+].C1OCCOCCOCCOCCOCCOC1.O, predict the reaction product. The product is: [OH:19][C:5]1[CH:4]=[C:3]([CH2:2][C:20]#[N:21])[C:11]2[O:10][C:9]([C:12]3[CH:17]=[CH:16][C:15]([OH:18])=[CH:14][CH:13]=3)=[CH:8][C:7]=2[CH:6]=1.